Dataset: Peptide-MHC class II binding affinity with 134,281 pairs from IEDB. Task: Regression. Given a peptide amino acid sequence and an MHC pseudo amino acid sequence, predict their binding affinity value. This is MHC class II binding data. The peptide sequence is IVQNAYKQMIKSRTL. The MHC is DRB3_0101 with pseudo-sequence DRB3_0101. The binding affinity (normalized) is 0.323.